From a dataset of Full USPTO retrosynthesis dataset with 1.9M reactions from patents (1976-2016). Predict the reactants needed to synthesize the given product. (1) Given the product [C:1]([O:9][CH2:10][CH2:11][CH2:12][CH2:13][O:14][S:16]([CH3:15])(=[O:18])=[O:17])(=[O:8])[C:2]1[CH:7]=[CH:6][CH:5]=[CH:4][CH:3]=1, predict the reactants needed to synthesize it. The reactants are: [C:1]([O:9][CH2:10][CH2:11][CH2:12][CH2:13][OH:14])(=[O:8])[C:2]1[CH:7]=[CH:6][CH:5]=[CH:4][CH:3]=1.[CH3:15][S:16](Cl)(=[O:18])=[O:17]. (2) Given the product [CH:21]([N:20]([CH3:19])[C:5]1[C:6](=[O:18])[C:7](=[O:17])[C:8]=1[C:9]1[CH:10]=[CH:11][C:12]([O:15][CH3:16])=[CH:13][CH:14]=1)([CH3:23])[CH3:22], predict the reactants needed to synthesize it. The reactants are: C(O[C:5]1[C:6](=[O:18])[C:7](=[O:17])[C:8]=1[C:9]1[CH:14]=[CH:13][C:12]([O:15][CH3:16])=[CH:11][CH:10]=1)(C)C.[CH3:19][NH:20][CH:21]([CH3:23])[CH3:22]. (3) The reactants are: [CH2:1]([O:8][C:9]1[CH:14]=[CH:13][CH:12]=[C:11]([S:15][C:16]2[CH:21]=[CH:20][C:19]([CH2:22][CH2:23][CH2:24][N+:25]([O-:27])=[O:26])=[C:18]([Cl:28])[CH:17]=2)[CH:10]=1)[C:2]1[CH:7]=[CH:6][CH:5]=[CH:4][CH:3]=1.[CH2:29]=[O:30].N12CCCN=C1CCCCC2.N12CCCC1=NCCC2.N12CCC(CC1)CN2.[OH-].[Na+].[OH-].[K+].[O:63]1[CH2:67]CCC1. Given the product [CH2:1]([O:8][C:9]1[CH:10]=[C:11]([S:15][C:16]2[CH:21]=[CH:20][C:19]([CH2:22][CH2:23][C:24]([N+:25]([O-:27])=[O:26])([CH2:67][OH:63])[CH2:29][OH:30])=[C:18]([Cl:28])[CH:17]=2)[CH:12]=[CH:13][CH:14]=1)[C:2]1[CH:3]=[CH:4][CH:5]=[CH:6][CH:7]=1, predict the reactants needed to synthesize it. (4) Given the product [F:1][C:2]1[CH:7]=[CH:6][CH:5]=[CH:4][C:3]=1[N:8]1[C:16]2[C:11](=[C:12]([N:17]3[CH2:21][CH2:20][N:19]([CH2:26][C:27]([O:29][C:30]([CH3:33])([CH3:32])[CH3:31])=[O:28])[C:18]3=[O:22])[CH:13]=[CH:14][CH:15]=2)[CH:10]=[N:9]1, predict the reactants needed to synthesize it. The reactants are: [F:1][C:2]1[CH:7]=[CH:6][CH:5]=[CH:4][C:3]=1[N:8]1[C:16]2[C:11](=[C:12]([N:17]3[CH2:21][CH2:20][NH:19][C:18]3=[O:22])[CH:13]=[CH:14][CH:15]=2)[CH:10]=[N:9]1.[H-].[Na+].Br[CH2:26][C:27]([O:29][C:30]([CH3:33])([CH3:32])[CH3:31])=[O:28]. (5) Given the product [CH2:1]([O:3][C:4]([C:6]1[CH:10]=[N:9][N:8]([CH3:11])[C:7]=1[C:13]([Cl:18])=[O:15])=[O:5])[CH3:2], predict the reactants needed to synthesize it. The reactants are: [CH2:1]([O:3][C:4]([C:6]1[CH:10]=[N:9][N:8]([CH2:11]C)[C:7]=1[C:13]([OH:15])=O)=[O:5])[CH3:2].S(Cl)([Cl:18])=O. (6) Given the product [C:25]([C:2]1[CH:7]=[CH:6][C:5]([C:8]2[N:12]([C:13]3[CH:14]=[N:15][CH:16]=[CH:17][CH:18]=3)[N:11]=[C:10]([C:19]([O:21][CH2:22][CH3:23])=[O:20])[CH:9]=2)=[CH:4][CH:3]=1)#[N:24], predict the reactants needed to synthesize it. The reactants are: Br[C:2]1[CH:7]=[CH:6][C:5]([C:8]2[N:12]([C:13]3[CH:14]=[N:15][CH:16]=[CH:17][CH:18]=3)[N:11]=[C:10]([C:19]([O:21][CH2:22][CH3:23])=[O:20])[CH:9]=2)=[CH:4][CH:3]=1.[NH3:24].[C:25](OCC)(=O)C.C(Cl)(Cl)Cl.